From a dataset of NCI-60 drug combinations with 297,098 pairs across 59 cell lines. Regression. Given two drug SMILES strings and cell line genomic features, predict the synergy score measuring deviation from expected non-interaction effect. (1) Synergy scores: CSS=8.47, Synergy_ZIP=-3.39, Synergy_Bliss=-2.37, Synergy_Loewe=-3.12, Synergy_HSA=-1.44. Drug 1: CC1=C(C(=CC=C1)Cl)NC(=O)C2=CN=C(S2)NC3=CC(=NC(=N3)C)N4CCN(CC4)CCO. Cell line: NCI-H522. Drug 2: CC1CCC2CC(C(=CC=CC=CC(CC(C(=O)C(C(C(=CC(C(=O)CC(OC(=O)C3CCCCN3C(=O)C(=O)C1(O2)O)C(C)CC4CCC(C(C4)OC)OCCO)C)C)O)OC)C)C)C)OC. (2) Drug 1: CC12CCC(CC1=CCC3C2CCC4(C3CC=C4C5=CN=CC=C5)C)O. Drug 2: CC1=C(C(=CC=C1)Cl)NC(=O)C2=CN=C(S2)NC3=CC(=NC(=N3)C)N4CCN(CC4)CCO. Cell line: MDA-MB-231. Synergy scores: CSS=50.5, Synergy_ZIP=16.0, Synergy_Bliss=17.8, Synergy_Loewe=-20.6, Synergy_HSA=19.7. (3) Drug 1: COC1=C(C=C2C(=C1)N=CN=C2NC3=CC(=C(C=C3)F)Cl)OCCCN4CCOCC4. Drug 2: C1=NC(=NC(=O)N1C2C(C(C(O2)CO)O)O)N. Cell line: PC-3. Synergy scores: CSS=22.5, Synergy_ZIP=-3.02, Synergy_Bliss=1.11, Synergy_Loewe=0.642, Synergy_HSA=3.22. (4) Drug 1: CCC1=CC2CC(C3=C(CN(C2)C1)C4=CC=CC=C4N3)(C5=C(C=C6C(=C5)C78CCN9C7C(C=CC9)(C(C(C8N6C)(C(=O)OC)O)OC(=O)C)CC)OC)C(=O)OC. Drug 2: C1=CC(=C(C=C1I)F)NC2=C(C=CC(=C2F)F)C(=O)NOCC(CO)O. Cell line: OVCAR3. Synergy scores: CSS=47.4, Synergy_ZIP=0.0871, Synergy_Bliss=0.679, Synergy_Loewe=-0.297, Synergy_HSA=1.38. (5) Drug 2: C1C(C(OC1N2C=C(C(=O)NC2=O)F)CO)O. Cell line: NCI-H226. Synergy scores: CSS=1.54, Synergy_ZIP=-4.49, Synergy_Bliss=-10.1, Synergy_Loewe=-12.3, Synergy_HSA=-12.0. Drug 1: C1=CC(=CC=C1C#N)C(C2=CC=C(C=C2)C#N)N3C=NC=N3.